This data is from Reaction yield outcomes from USPTO patents with 853,638 reactions. The task is: Predict the reaction yield, written as a fraction of the theoretical maximum amount of product (1.0 means a 100% yield; for example, 0.34 means a 34% yield). (1) The reactants are [Br:1][C:2]1[CH:7]=[CH:6][C:5]([N:8]2[CH2:13][CH2:12][NH:11][CH2:10][CH2:9]2)=[CH:4][CH:3]=1.[CH3:14][C:15]([CH3:17])=O.[BH-](OC(C)=O)(OC(C)=O)OC(C)=O.[Na+].CC(O)=O. The catalyst is ClCCCl.C1COCC1. The product is [Br:1][C:2]1[CH:3]=[CH:4][C:5]([N:8]2[CH2:13][CH2:12][N:11]([CH:15]([CH3:17])[CH3:14])[CH2:10][CH2:9]2)=[CH:6][CH:7]=1. The yield is 0.990. (2) The reactants are [N:1]1[CH:6]=[CH:5][CH:4]=[C:3]([C:7]2[CH:8]=[C:9]3[C:15]([Sn](C)(C)C)=[N:14][N:13]([CH2:20][O:21][CH2:22][CH2:23][Si:24]([CH3:27])([CH3:26])[CH3:25])[C:10]3=[CH:11][N:12]=2)[CH:2]=1.Br[C:29]1[N:34]=[C:33]([O:35][C@@H:36]2[CH2:41][CH2:40][CH2:39][C@H:38]([NH:42][C:43](=[O:49])[O:44][C:45]([CH3:48])([CH3:47])[CH3:46])[CH2:37]2)[CH:32]=[CH:31][CH:30]=1.[F-].[Cs+]. The catalyst is CN(C)C=O.O.C1C=CC([P]([Pd]([P](C2C=CC=CC=2)(C2C=CC=CC=2)C2C=CC=CC=2)([P](C2C=CC=CC=2)(C2C=CC=CC=2)C2C=CC=CC=2)[P](C2C=CC=CC=2)(C2C=CC=CC=2)C2C=CC=CC=2)(C2C=CC=CC=2)C2C=CC=CC=2)=CC=1.[Cu]I. The product is [N:1]1[CH:6]=[CH:5][CH:4]=[C:3]([C:7]2[CH:8]=[C:9]3[C:15]([C:29]4[N:34]=[C:33]([O:35][C@@H:36]5[CH2:41][CH2:40][CH2:39][C@H:38]([NH:42][C:43](=[O:49])[O:44][C:45]([CH3:47])([CH3:46])[CH3:48])[CH2:37]5)[CH:32]=[CH:31][CH:30]=4)=[N:14][N:13]([CH2:20][O:21][CH2:22][CH2:23][Si:24]([CH3:27])([CH3:26])[CH3:25])[C:10]3=[CH:11][N:12]=2)[CH:2]=1. The yield is 0.530. (3) The reactants are [C:1]([N:4]1[C:13]2[C:8](=[CH:9][C:10](Br)=[CH:11][CH:12]=2)[C@H:7]([NH:15][C:16](=[O:21])[O:17][CH:18]([CH3:20])[CH3:19])[CH2:6][C@@H:5]1[CH3:22])(=[O:3])[CH3:2].CC1(C)C(C)(C)OB([C:31]2[CH:40]=[CH:39][C:34]([C:35]([O:37][CH3:38])=[O:36])=[CH:33][CH:32]=2)O1.C(=O)([O-])[O-].[K+].[K+]. The catalyst is COCCOC.O.C1(P(C2C=CC=CC=2)C2C=CC=CC=2)C=CC=CC=1.C1(P(C2C=CC=CC=2)C2C=CC=CC=2)C=CC=CC=1.C1(P(C2C=CC=CC=2)C2C=CC=CC=2)C=CC=CC=1.C1(P(C2C=CC=CC=2)C2C=CC=CC=2)C=CC=CC=1.[Pd]. The product is [C:1]([N:4]1[C:13]2[C:8](=[CH:9][C:10]([C:31]3[CH:40]=[CH:39][C:34]([C:35]([O:37][CH3:38])=[O:36])=[CH:33][CH:32]=3)=[CH:11][CH:12]=2)[C@H:7]([NH:15][C:16]([O:17][CH:18]([CH3:20])[CH3:19])=[O:21])[CH2:6][C@@H:5]1[CH3:22])(=[O:3])[CH3:2]. The yield is 0.810. (4) The reactants are [Br:1][C:2]1[CH:28]=[CH:27][C:26]([Br:29])=[CH:25][C:3]=1[C:4]([NH:6][NH:7][C:8](=[O:24])[C:9]1[CH:14]=[CH:13][C:12]([O:15][CH2:16][CH2:17][CH2:18][CH2:19][CH2:20][CH2:21][CH2:22][CH3:23])=[CH:11][CH:10]=1)=O. The catalyst is P(Cl)(Cl)(Cl)=O. The product is [Br:1][C:2]1[CH:28]=[CH:27][C:26]([Br:29])=[CH:25][C:3]=1[C:4]1[O:24][C:8]([C:9]2[CH:14]=[CH:13][C:12]([O:15][CH2:16][CH2:17][CH2:18][CH2:19][CH2:20][CH2:21][CH2:22][CH3:23])=[CH:11][CH:10]=2)=[N:7][N:6]=1. The yield is 0.890.